Dataset: Forward reaction prediction with 1.9M reactions from USPTO patents (1976-2016). Task: Predict the product of the given reaction. (1) Given the reactants [CH2:1]([O:8][CH2:9][C@@H:10]([NH:13][C:14](=[O:20])[O:15][C:16]([CH3:19])([CH3:18])[CH3:17])[CH2:11]O)[C:2]1[CH:7]=[CH:6][CH:5]=[CH:4][CH:3]=1.CCN(C(C)C)C(C)C.CN(C=O)C.[N-:35]=[N+:36]=[N-:37].[Na+], predict the reaction product. The product is: [N:35]([CH2:11][C@H:10]([NH:13][C:14](=[O:20])[O:15][C:16]([CH3:19])([CH3:18])[CH3:17])[CH2:9][O:8][CH2:1][C:2]1[CH:7]=[CH:6][CH:5]=[CH:4][CH:3]=1)=[N+:36]=[N-:37]. (2) Given the reactants [CH3:1][O:2][C:3](=[O:16])[CH2:4][N:5]1[C:13]2[C:8](=[CH:9][C:10]([F:14])=[CH:11][CH:12]=2)[CH:7]=[C:6]1[CH3:15].[C:17]1([S:23]([C:26]2[CH:30]=[CH:29][S:28][C:27]=2[CH:31]=O)(=[O:25])=[O:24])[CH:22]=[CH:21][CH:20]=[CH:19][CH:18]=1, predict the reaction product. The product is: [CH3:1][O:2][C:3](=[O:16])[CH2:4][N:5]1[C:13]2[C:8](=[CH:9][C:10]([F:14])=[CH:11][CH:12]=2)[C:7]([CH2:31][C:27]2[S:28][CH:29]=[CH:30][C:26]=2[S:23]([C:17]2[CH:18]=[CH:19][CH:20]=[CH:21][CH:22]=2)(=[O:25])=[O:24])=[C:6]1[CH3:15]. (3) Given the reactants [Br:1][C:2]1[C:3]([Cl:10])=[C:4]([NH2:9])[C:5]([NH2:8])=[CH:6][CH:7]=1.[C:11](O)([C:13]([F:16])([F:15])[F:14])=O, predict the reaction product. The product is: [Br:1][C:2]1[CH:7]=[CH:6][C:5]2[NH:8][C:11]([C:13]([F:16])([F:15])[F:14])=[N:9][C:4]=2[C:3]=1[Cl:10].